Predict the product of the given reaction. From a dataset of Forward reaction prediction with 1.9M reactions from USPTO patents (1976-2016). (1) Given the reactants [NH2:1][C:2]1[CH:3]=[C:4]([CH:19]=[CH:20][CH:21]=1)[O:5][C:6]1[CH:7]=[CH:8][C:9]2[N:10]([CH:12]=[C:13]([C:15]([NH:17][CH3:18])=[O:16])[N:14]=2)[N:11]=1.[CH3:22][N:23]1[C:27]([C:28](Cl)=[O:29])=[CH:26][C:25]([CH3:31])=[N:24]1.O, predict the reaction product. The product is: [CH3:22][N:23]1[C:27]([C:28]([NH:1][C:2]2[CH:3]=[C:4]([CH:19]=[CH:20][CH:21]=2)[O:5][C:6]2[CH:7]=[CH:8][C:9]3[N:10]([CH:12]=[C:13]([C:15]([NH:17][CH3:18])=[O:16])[N:14]=3)[N:11]=2)=[O:29])=[CH:26][C:25]([CH3:31])=[N:24]1. (2) The product is: [Cl:26][C:20]1[CH:21]=[C:22]([Cl:25])[CH:23]=[CH:24][C:19]=1[C:17]1[N:28]=[N:29][C:2]2[CH:1]3[CH2:7][CH:4]([C:3]=2[CH:16]=1)[CH2:5][CH2:6]3. Given the reactants [CH:1]12[CH2:7][CH:4]([CH2:5][CH2:6]1)[C:3](=O)[C:2]2=O.COP([CH2:16][C:17]([C:19]1[CH:24]=[CH:23][C:22]([Cl:25])=[CH:21][C:20]=1[Cl:26])=O)(=O)OC.O.[NH2:28][NH2:29], predict the reaction product.